From a dataset of Reaction yield outcomes from USPTO patents with 853,638 reactions. Predict the reaction yield, written as a fraction of the theoretical maximum amount of product (1.0 means a 100% yield; for example, 0.34 means a 34% yield). The reactants are [CH:1]([C:4]1[CH:9]=[C:8]([CH:10]([CH3:12])[CH3:11])[CH:7]=[C:6]([CH:13]([CH3:15])[CH3:14])[C:5]=1[C:16]1[CH:21]=[CH:20][CH:19]=[CH:18][C:17]=1[PH2:22])([CH3:3])[CH3:2].[CH3:23][C:24](=[CH:26][C:27](=[O:32])[CH:28]=[C:29]([CH3:31])[CH3:30])[CH3:25]. No catalyst specified. The product is [CH3:30][C:29]1([CH3:31])[CH2:28][C:27](=[O:32])[CH2:26][C:24]([CH3:25])([CH3:23])[P:22]1[C:17]1[CH:18]=[CH:19][CH:20]=[CH:21][C:16]=1[C:5]1[C:6]([CH:13]([CH3:14])[CH3:15])=[CH:7][C:8]([CH:10]([CH3:11])[CH3:12])=[CH:9][C:4]=1[CH:1]([CH3:2])[CH3:3]. The yield is 0.740.